Dataset: NCI-60 drug combinations with 297,098 pairs across 59 cell lines. Task: Regression. Given two drug SMILES strings and cell line genomic features, predict the synergy score measuring deviation from expected non-interaction effect. (1) Drug 1: C1CN1C2=NC(=NC(=N2)N3CC3)N4CC4. Drug 2: C1=CC=C(C(=C1)C(C2=CC=C(C=C2)Cl)C(Cl)Cl)Cl. Cell line: NCI-H522. Synergy scores: CSS=37.5, Synergy_ZIP=0.0426, Synergy_Bliss=5.12, Synergy_Loewe=-19.5, Synergy_HSA=3.27. (2) Drug 1: C1CC(=O)NC(=O)C1N2C(=O)C3=CC=CC=C3C2=O. Drug 2: C1C(C(OC1N2C=NC(=NC2=O)N)CO)O. Cell line: SF-295. Synergy scores: CSS=2.81, Synergy_ZIP=-2.96, Synergy_Bliss=-6.55, Synergy_Loewe=-2.28, Synergy_HSA=-3.77.